This data is from Catalyst prediction with 721,799 reactions and 888 catalyst types from USPTO. The task is: Predict which catalyst facilitates the given reaction. Reactant: [NH:1]1[C:9]2[C:4](=[CH:5][C:6]([NH:10][C:11]3[C:12]4[C:19]5[CH2:20][CH2:21][CH:22]([C:24]([OH:26])=O)[CH2:23][C:18]=5[S:17][C:13]=4[N:14]=[CH:15][N:16]=3)=[CH:7][CH:8]=2)[CH:3]=[N:2]1.[CH3:27][O:28][C:29]1[CH:30]=[C:31]([CH:33]=[CH:34][CH:35]=1)[NH2:32].C(N(CC)C(C)C)(C)C.C(P1(=O)OP(CCC)(=O)OP(CCC)(=O)O1)CC.C(P(OP(CCC)=O)=O)CC. Product: [NH:1]1[C:9]2[C:4](=[CH:5][C:6]([NH:10][C:11]3[C:12]4[C:19]5[CH2:20][CH2:21][CH:22]([C:24]([NH:32][C:31]6[CH:33]=[CH:34][CH:35]=[C:29]([O:28][CH3:27])[CH:30]=6)=[O:26])[CH2:23][C:18]=5[S:17][C:13]=4[N:14]=[CH:15][N:16]=3)=[CH:7][CH:8]=2)[CH:3]=[N:2]1. The catalyst class is: 42.